Dataset: Full USPTO retrosynthesis dataset with 1.9M reactions from patents (1976-2016). Task: Predict the reactants needed to synthesize the given product. Given the product [Br:1][C:2]1[C:3]([NH:8][C@H:9]([C:14]([NH:41][CH2:36][C:35]#[N:34])=[O:16])[CH2:10][CH:11]([CH3:12])[CH3:13])=[N:4][N:5]([CH3:7])[CH:6]=1, predict the reactants needed to synthesize it. The reactants are: [Br:1][C:2]1[C:3]([NH:8][C@H:9]([C:14]([OH:16])=O)[CH2:10][CH:11]([CH3:13])[CH3:12])=[N:4][N:5]([CH3:7])[CH:6]=1.C1CN([P+](O[N:34]2N=[N:41][C:36]3C=CC=C[C:35]2=3)(N2CCCC2)N2CCCC2)CC1.F[P-](F)(F)(F)(F)F.Cl.NCC#N.C(N(CC)CC)C.C([O-])(O)=O.[Na+].